Task: Regression/Classification. Given a drug SMILES string, predict its toxicity properties. Task type varies by dataset: regression for continuous values (e.g., LD50, hERG inhibition percentage) or binary classification for toxic/non-toxic outcomes (e.g., AMES mutagenicity, cardiotoxicity, hepatotoxicity). Dataset: clintox.. Dataset: Clinical trial toxicity outcomes and FDA approval status for drugs The molecule is CCn1cc(C(=O)[O-])c(=O)c2cc(F)c(N3CC[NH2+]C(C)C3)c(F)c21. The result is 0 (passed clinical trial).